From a dataset of Catalyst prediction with 721,799 reactions and 888 catalyst types from USPTO. Predict which catalyst facilitates the given reaction. Reactant: [CH3:1][C@@H:2]1[CH2:7][NH:6][CH2:5][CH2:4][N:3]1C(OC(C)(C)C)=O.CCN(C(C)C)C(C)C.[F:24][C:25]([F:37])([F:36])[C:26]1[CH:31]=[CH:30][C:29]([S:32](Cl)(=[O:34])=[O:33])=[CH:28][CH:27]=1.Cl.O1CCOCC1. Product: [CH3:1][C@H:2]1[NH:3][CH2:4][CH2:5][N:6]([S:32]([C:29]2[CH:28]=[CH:27][C:26]([C:25]([F:24])([F:36])[F:37])=[CH:31][CH:30]=2)(=[O:34])=[O:33])[CH2:7]1. The catalyst class is: 2.